From a dataset of Catalyst prediction with 721,799 reactions and 888 catalyst types from USPTO. Predict which catalyst facilitates the given reaction. (1) Reactant: [C:1]1([Mg]Br)[CH:6]=[CH:5][CH:4]=[CH:3][CH:2]=1.[Br:9][C:10]1[CH:17]=[CH:16][CH:15]=[CH:14][C:11]=1[CH:12]=[O:13]. Product: [Br:9][C:10]1[CH:17]=[CH:16][CH:15]=[CH:14][C:11]=1[CH:12]([C:1]1[CH:6]=[CH:5][CH:4]=[CH:3][CH:2]=1)[OH:13]. The catalyst class is: 28. (2) Reactant: [Si]([O:8][C@H:9]1[CH2:13][CH2:12][N:11]([CH2:14][C@H:15]([C:31]2[CH:32]=[C:33]([CH:42]=[CH:43][CH:44]=2)[C:34]([NH:36][CH2:37][C:38]([F:41])([F:40])[F:39])=[O:35])[N:16]([CH3:30])[C:17](=[O:29])[CH2:18][C:19]2[CH:27]=[C:26]3[C:22]([CH2:23][C:24](=[O:28])[NH:25]3)=[CH:21][CH:20]=2)[CH2:10]1)(C(C)(C)C)(C)C.Cl. Product: [OH:8][C@H:9]1[CH2:13][CH2:12][N:11]([CH2:14][C@H:15]([C:31]2[CH:32]=[C:33]([CH:42]=[CH:43][CH:44]=2)[C:34]([NH:36][CH2:37][C:38]([F:41])([F:40])[F:39])=[O:35])[N:16]([CH3:30])[C:17](=[O:29])[CH2:18][C:19]2[CH:27]=[C:26]3[C:22]([CH2:23][C:24](=[O:28])[NH:25]3)=[CH:21][CH:20]=2)[CH2:10]1. The catalyst class is: 5. (3) Reactant: [C:1]([O:8][CH3:9])(=[O:7])[CH2:2][C:3]([O:5][CH3:6])=[O:4].[I-].[K+].Cl.Cl[CH2:14][C:15]1[N:27]=[C:26]2[N:17]([C:18]([NH2:33])=[N:19][C:20]3[C:25]2=[CH:24][CH:23]=[C:22]2[O:28][C:29]([F:32])([F:31])[O:30][C:21]=32)[N:16]=1.[H-].[Na+]. Product: [NH2:33][C:18]1[N:17]2[N:16]=[C:15]([CH2:14][CH:2]([C:1]([O:8][CH3:9])=[O:7])[C:3]([O:5][CH3:6])=[O:4])[N:27]=[C:26]2[C:25]2[C:20](=[C:21]3[O:30][C:29]([F:32])([F:31])[O:28][C:22]3=[CH:23][CH:24]=2)[N:19]=1. The catalyst class is: 192.